The task is: Predict the reactants needed to synthesize the given product.. This data is from Full USPTO retrosynthesis dataset with 1.9M reactions from patents (1976-2016). (1) Given the product [O:19]1[C:20]2[C:12]([C:2]([CH3:1])([CH3:11])[CH2:3][C:4]([CH2:6][NH:38][C:25]3[N:24]=[C:23]([CH2:21][CH3:22])[N:28]=[C:27]4[N:29]([C:32]5[CH:33]=[N:34][CH:35]=[CH:36][CH:37]=5)[N:30]=[CH:31][C:26]=34)([OH:5])[C:7]([F:10])([F:8])[F:9])=[CH:13][CH:14]=[CH:15][C:16]=2[CH2:17][CH2:18]1, predict the reactants needed to synthesize it. The reactants are: [CH3:1][C:2]([C:12]1[C:20]2[O:19][CH2:18][CH2:17][C:16]=2[CH:15]=[CH:14][CH:13]=1)([CH3:11])[CH2:3][C:4]1([C:7]([F:10])([F:9])[F:8])[CH2:6][O:5]1.[CH2:21]([C:23]1[N:28]=[C:27]2[N:29]([C:32]3[CH:33]=[N:34][CH:35]=[CH:36][CH:37]=3)[N:30]=[CH:31][C:26]2=[C:25]([NH2:38])[N:24]=1)[CH3:22]. (2) Given the product [CH:37]1([O:42][C:43](=[O:56])[C@@H:44]([NH:48][C:49]([O:51][C:52]([CH3:55])([CH3:54])[CH3:53])=[O:50])[CH2:45][CH2:46][O:27][C:21]2[CH:20]=[C:19]3[C:24]([C:15]([O:14][C:13]4[CH:29]=[CH:30][C:10]([NH:9][C:1](=[O:8])[C:2]5[CH:3]=[CH:4][CH:5]=[CH:6][CH:7]=5)=[CH:11][CH:12]=4)=[C:16]([Br:28])[CH:17]=[N:18]3)=[CH:23][C:22]=2[O:25][CH3:26])[CH2:38][CH2:39][CH2:40][CH2:41]1, predict the reactants needed to synthesize it. The reactants are: [C:1]([NH:9][C:10]1[CH:30]=[CH:29][C:13]([O:14][C:15]2[C:24]3[C:19](=[CH:20][C:21]([OH:27])=[C:22]([O:25][CH3:26])[CH:23]=3)[N:18]=[CH:17][C:16]=2[Br:28])=[CH:12][CH:11]=1)(=[O:8])[C:2]1[CH:7]=[CH:6][CH:5]=[CH:4][CH:3]=1.C([O-])([O-])=O.[K+].[K+].[CH:37]1([O:42][C:43](=[O:56])[C@@H:44]([NH:48][C:49]([O:51][C:52]([CH3:55])([CH3:54])[CH3:53])=[O:50])[CH2:45][CH2:46]Br)[CH2:41][CH2:40][CH2:39][CH2:38]1.